From a dataset of Reaction yield outcomes from USPTO patents with 853,638 reactions. Predict the reaction yield, written as a fraction of the theoretical maximum amount of product (1.0 means a 100% yield; for example, 0.34 means a 34% yield). (1) The product is [CH:15]1([N:12]2[CH2:13][CH2:14][N:9]([C:7]3[S:8][C:4]4[CH:3]=[C:2]([NH:23][C:20](=[O:22])[CH3:21])[CH:19]=[CH:18][C:5]=4[N:6]=3)[CH2:10][CH2:11]2)[CH2:17][CH2:16]1. The yield is 0.240. The catalyst is O1CCOCC1.CC([O-])=O.CC([O-])=O.[Pd+2].O. The reactants are Br[C:2]1[CH:19]=[CH:18][C:5]2[N:6]=[C:7]([N:9]3[CH2:14][CH2:13][N:12]([CH:15]4[CH2:17][CH2:16]4)[CH2:11][CH2:10]3)[S:8][C:4]=2[CH:3]=1.[C:20]([NH2:23])(=[O:22])[CH3:21].C([O-])([O-])=O.[Cs+].[Cs+].CC1(C)C2C(=C(P(C3C=CC=CC=3)C3C=CC=CC=3)C=CC=2)OC2C(P(C3C=CC=CC=3)C3C=CC=CC=3)=CC=CC1=2. (2) The reactants are [ClH:1].[F:2][C:3]1[CH:8]=[C:7]([F:9])[CH:6]=[CH:5][C:4]=1[C@H:10]1[C@H:14]([C:15]([N:17]2[CH2:22][CH2:21][C@:20]([O:29][CH3:30])([C:23]3[CH:28]=[CH:27][CH:26]=[CH:25][CH:24]=3)[C@@H:19]([O:31][CH3:32])[CH2:18]2)=[O:16])[CH2:13][N:12](C(OC(C)(C)C)=O)[CH2:11]1. The catalyst is O1CCOCC1.ClCCl. The product is [ClH:1].[F:2][C:3]1[CH:8]=[C:7]([F:9])[CH:6]=[CH:5][C:4]=1[C@@H:10]1[CH2:11][NH:12][CH2:13][C@H:14]1[C:15]([N:17]1[CH2:22][CH2:21][C@:20]([O:29][CH3:30])([C:23]2[CH:28]=[CH:27][CH:26]=[CH:25][CH:24]=2)[C@@H:19]([O:31][CH3:32])[CH2:18]1)=[O:16]. The yield is 0.860. (3) The reactants are [Cl-].[Li+].[Cu](C#N)C#N.[CH:8]1([Mg]Cl)[CH2:12][CH2:11][CH2:10][CH2:9]1.C(OCC)C.[C:20]([O:24][CH3:25])(=[O:23])[C:21]#[CH:22].[I:26]I. The catalyst is O1CCCC1. The product is [CH3:25][O:24][C:20](=[O:23])/[C:21](/[I:26])=[CH:22]\[CH:8]1[CH2:12][CH2:11][CH2:10][CH2:9]1. The yield is 0.970. (4) The product is [CH:15]1([N:14]2[C:8]3[N:9]=[C:10]([NH:32][C:29]4[CH:30]=[CH:31][C:26]([C:25]([OH:33])=[O:24])=[CH:27][N:28]=4)[N:11]=[CH:12][C:7]=3[CH:6]=[C:5]2[C:3](=[O:4])[N:2]([CH3:22])[CH3:1])[CH2:21][CH2:20][CH2:19][CH2:18][CH2:17][CH2:16]1. The yield is 0.440. The catalyst is CC([O-])=O.CC([O-])=O.[Pd+2]. The reactants are [CH3:1][N:2]([CH3:22])[C:3]([C:5]1[N:14]([CH:15]2[CH2:21][CH2:20][CH2:19][CH2:18][CH2:17][CH2:16]2)[C:8]2[N:9]=[C:10](Cl)[N:11]=[CH:12][C:7]=2[CH:6]=1)=[O:4].C[O:24][C:25](=[O:33])[C:26]1[CH:31]=[CH:30][C:29]([NH2:32])=[N:28][CH:27]=1.C([O-])([O-])=O.[Cs+].[Cs+].C1C=CC(P(C2C(C3C(P(C4C=CC=CC=4)C4C=CC=CC=4)=CC=C4C=3C=CC=C4)=C3C(C=CC=C3)=CC=2)C2C=CC=CC=2)=CC=1.